This data is from Full USPTO retrosynthesis dataset with 1.9M reactions from patents (1976-2016). The task is: Predict the reactants needed to synthesize the given product. Given the product [Br:1][C:2]1[CH:11]=[C:10]2[C:5]([C:6]([C:13]3[N:20]=[C:17]([CH3:18])[S:19][CH:14]=3)=[CH:7][C:8](=[O:12])[O:9]2)=[CH:4][CH:3]=1, predict the reactants needed to synthesize it. The reactants are: [Br:1][C:2]1[CH:11]=[C:10]2[C:5]([C:6]([C:13](=O)[CH2:14]Br)=[CH:7][C:8](=[O:12])[O:9]2)=[CH:4][CH:3]=1.[C:17]([NH2:20])(=[S:19])[CH3:18].